From a dataset of NCI-60 drug combinations with 297,098 pairs across 59 cell lines. Regression. Given two drug SMILES strings and cell line genomic features, predict the synergy score measuring deviation from expected non-interaction effect. (1) Drug 1: CCC1(CC2CC(C3=C(CCN(C2)C1)C4=CC=CC=C4N3)(C5=C(C=C6C(=C5)C78CCN9C7C(C=CC9)(C(C(C8N6C=O)(C(=O)OC)O)OC(=O)C)CC)OC)C(=O)OC)O.OS(=O)(=O)O. Drug 2: C1CN1C2=NC(=NC(=N2)N3CC3)N4CC4. Cell line: SN12C. Synergy scores: CSS=41.5, Synergy_ZIP=0.319, Synergy_Bliss=-0.668, Synergy_Loewe=-5.27, Synergy_HSA=-4.23. (2) Drug 1: CN(CC1=CN=C2C(=N1)C(=NC(=N2)N)N)C3=CC=C(C=C3)C(=O)NC(CCC(=O)O)C(=O)O. Drug 2: CC1=C(C(CCC1)(C)C)C=CC(=CC=CC(=CC(=O)O)C)C. Cell line: IGROV1. Synergy scores: CSS=11.3, Synergy_ZIP=3.23, Synergy_Bliss=1.72, Synergy_Loewe=-40.7, Synergy_HSA=-5.30. (3) Drug 1: CC12CCC3C(C1CCC2=O)CC(=C)C4=CC(=O)C=CC34C. Drug 2: C1=C(C(=O)NC(=O)N1)F. Cell line: KM12. Synergy scores: CSS=43.3, Synergy_ZIP=-5.17, Synergy_Bliss=-12.7, Synergy_Loewe=-9.28, Synergy_HSA=-8.45. (4) Synergy scores: CSS=44.0, Synergy_ZIP=-3.13, Synergy_Bliss=0.411, Synergy_Loewe=-5.87, Synergy_HSA=0.747. Cell line: OVCAR-4. Drug 1: CC12CCC3C(C1CCC2=O)CC(=C)C4=CC(=O)C=CC34C. Drug 2: C1CC(C1)(C(=O)O)C(=O)O.[NH2-].[NH2-].[Pt+2]. (5) Drug 1: CC1CCCC2(C(O2)CC(NC(=O)CC(C(C(=O)C(C1O)C)(C)C)O)C(=CC3=CSC(=N3)C)C)C. Drug 2: B(C(CC(C)C)NC(=O)C(CC1=CC=CC=C1)NC(=O)C2=NC=CN=C2)(O)O. Cell line: HT29. Synergy scores: CSS=80.4, Synergy_ZIP=8.98, Synergy_Bliss=9.05, Synergy_Loewe=-3.39, Synergy_HSA=7.75. (6) Drug 1: CC12CCC3C(C1CCC2O)C(CC4=C3C=CC(=C4)O)CCCCCCCCCS(=O)CCCC(C(F)(F)F)(F)F. Drug 2: COC1=C2C(=CC3=C1OC=C3)C=CC(=O)O2. Cell line: SNB-19. Synergy scores: CSS=-2.71, Synergy_ZIP=1.45, Synergy_Bliss=0.734, Synergy_Loewe=-1.67, Synergy_HSA=-2.22. (7) Drug 1: CC1=C2C(C(=O)C3(C(CC4C(C3C(C(C2(C)C)(CC1OC(=O)C(C(C5=CC=CC=C5)NC(=O)C6=CC=CC=C6)O)O)OC(=O)C7=CC=CC=C7)(CO4)OC(=O)C)O)C)OC(=O)C. Drug 2: CC1CCC2CC(C(=CC=CC=CC(CC(C(=O)C(C(C(=CC(C(=O)CC(OC(=O)C3CCCCN3C(=O)C(=O)C1(O2)O)C(C)CC4CCC(C(C4)OC)OCCO)C)C)O)OC)C)C)C)OC. Cell line: HS 578T. Synergy scores: CSS=20.5, Synergy_ZIP=-0.0998, Synergy_Bliss=4.79, Synergy_Loewe=2.57, Synergy_HSA=4.85. (8) Drug 1: CC=C1C(=O)NC(C(=O)OC2CC(=O)NC(C(=O)NC(CSSCCC=C2)C(=O)N1)C(C)C)C(C)C. Drug 2: CN(CCCl)CCCl.Cl. Cell line: TK-10. Synergy scores: CSS=43.9, Synergy_ZIP=-3.86, Synergy_Bliss=-2.74, Synergy_Loewe=-21.0, Synergy_HSA=-1.54. (9) Cell line: CCRF-CEM. Drug 2: CC1=C(C(CCC1)(C)C)C=CC(=CC=CC(=CC(=O)O)C)C. Drug 1: CN(C)C1=NC(=NC(=N1)N(C)C)N(C)C. Synergy scores: CSS=-5.02, Synergy_ZIP=-1.61, Synergy_Bliss=-6.43, Synergy_Loewe=-10.5, Synergy_HSA=-9.12.